This data is from Forward reaction prediction with 1.9M reactions from USPTO patents (1976-2016). The task is: Predict the product of the given reaction. (1) The product is: [Cl:17][C:18]1[CH:26]=[CH:25][C:21]2[O:22][CH2:23][O:24][C:20]=2[C:19]=1[NH:27][C:2]1[CH:11]=[CH:10][N:9]=[C:8]2[C:3]=1[C:4]1[CH:16]=[CH:15][CH:14]=[CH:13][C:5]=1[C:6](=[O:12])[NH:7]2. Given the reactants Cl[C:2]1[CH:11]=[CH:10][N:9]=[C:8]2[C:3]=1[C:4]1[CH:16]=[CH:15][CH:14]=[CH:13][C:5]=1[C:6](=[O:12])[NH:7]2.[Cl:17][C:18]1[CH:26]=[CH:25][C:21]2[O:22][CH2:23][O:24][C:20]=2[C:19]=1[NH2:27].CC(C1C=C(C(C)C)C(C2C=CC=CC=2P(C2CCCCC2)C2CCCCC2)=C(C(C)C)C=1)C.CC([O-])(C)C.[Na+], predict the reaction product. (2) Given the reactants [CH3:1]C([O-])(C)C.[K+].CS(C)=O.C1COCC1.[CH3:16][C:17]1[N:18]=[C:19]([C:22]2[N:23]=[C:24]([NH2:39])[C:25]3[CH:30]=[C:29]([C:31]([C:33]4[CH:38]=[CH:37][CH:36]=[CH:35][CH:34]=4)=[CH2:32])[S:28][C:26]=3[N:27]=2)[S:20][CH:21]=1, predict the reaction product. The product is: [CH3:16][C:17]1[N:18]=[C:19]([C:22]2[N:23]=[C:24]([NH2:39])[C:25]3[CH:30]=[C:29]([C:31]4([C:33]5[CH:34]=[CH:35][CH:36]=[CH:37][CH:38]=5)[CH2:1][CH2:32]4)[S:28][C:26]=3[N:27]=2)[S:20][CH:21]=1. (3) Given the reactants [Cl:1][C:2]1[CH:9]=[CH:8][C:5]([C:6]#[N:7])=[C:4]([O:10][C:11]2[CH:16]=[CH:15][CH:14]=[C:13]([CH2:17]Cl)[C:12]=2[CH2:19][CH2:20][CH3:21])[CH:3]=1.[NH3:22].[C:23]([OH:30])(=[O:29])/[CH:24]=[CH:25]/[C:26]([OH:28])=[O:27], predict the reaction product. The product is: [C:23]([OH:30])(=[O:29])/[CH:24]=[CH:25]/[C:26]([OH:28])=[O:27].[NH2:22][CH2:17][C:13]1[C:12]([CH2:19][CH2:20][CH3:21])=[C:11]([CH:16]=[CH:15][CH:14]=1)[O:10][C:4]1[CH:3]=[C:2]([Cl:1])[CH:9]=[CH:8][C:5]=1[C:6]#[N:7].[NH2:22][CH2:17][C:13]1[C:12]([CH2:19][CH2:20][CH3:21])=[C:11]([CH:16]=[CH:15][CH:14]=1)[O:10][C:4]1[CH:3]=[C:2]([Cl:1])[CH:9]=[CH:8][C:5]=1[C:6]#[N:7]. (4) Given the reactants [NH:1]1[C:5]2=[N:6][CH:7]=[C:8]([C:10]([OH:12])=O)[CH:9]=[C:4]2[CH:3]=[N:2]1.CN(C(ON1N=NC2C=CC=NC1=2)=[N+](C)C)C.F[P-](F)(F)(F)(F)F.C(N(C(C)C)CC)(C)C.[C:46]1([S:52]([C:55]2[CH:60]=[CH:59][C:58]([CH2:61][NH2:62])=[CH:57][CH:56]=2)(=[O:54])=[O:53])[CH:51]=[CH:50][CH:49]=[CH:48][CH:47]=1, predict the reaction product. The product is: [C:46]1([S:52]([C:55]2[CH:60]=[CH:59][C:58]([CH2:61][NH:62][C:10]([C:8]3[CH:9]=[C:4]4[CH:3]=[N:2][NH:1][C:5]4=[N:6][CH:7]=3)=[O:12])=[CH:57][CH:56]=2)(=[O:53])=[O:54])[CH:51]=[CH:50][CH:49]=[CH:48][CH:47]=1. (5) Given the reactants Cl.C(N=C=N[CH2:7][CH2:8][CH2:9][N:10](C)C)C.[O:13]=[C:14]1[N:19]([C:20]2[CH:25]=[CH:24][C:23]([O:26][CH2:27][C:28]([F:31])([F:30])[F:29])=[CH:22][CH:21]=2)[C:18]([S:32][CH2:33][CH2:34][CH2:35][C:36]([OH:38])=O)=[N:17][C:16]2[CH:39]=[CH:40][NH:41][C:15]1=2.C1(N)CC1.ON1C2C=CC=CC=2N=N1, predict the reaction product. The product is: [CH:9]1([NH:10][C:36](=[O:38])[CH2:35][CH2:34][CH2:33][S:32][C:18]2[N:19]([C:20]3[CH:25]=[CH:24][C:23]([O:26][CH2:27][C:28]([F:31])([F:30])[F:29])=[CH:22][CH:21]=3)[C:14](=[O:13])[C:15]3[NH:41][CH:40]=[CH:39][C:16]=3[N:17]=2)[CH2:7][CH2:8]1. (6) The product is: [CH:38]1([C:37]2[C:18]([N:13]([C:5]3[CH:6]=[C:7]([CH2:8][O:9][CH2:10][O:11][CH3:12])[C:2]([B:42]4[O:46][C:45]([CH3:48])([CH3:47])[C:44]([CH3:50])([CH3:49])[O:43]4)=[C:3]([F:41])[CH:4]=3)[S:14]([CH3:17])(=[O:15])=[O:16])=[CH:19][C:20]3[O:24][C:23]([C:25]4[CH:30]=[CH:29][C:28]([F:31])=[CH:27][CH:26]=4)=[C:22]([C:32]([NH:34][CH3:35])=[O:33])[C:21]=3[CH:36]=2)[CH2:40][CH2:39]1. Given the reactants Br[C:2]1[C:7]([CH2:8][O:9][CH2:10][O:11][CH3:12])=[CH:6][C:5]([N:13]([C:18]2[C:37]([CH:38]3[CH2:40][CH2:39]3)=[CH:36][C:21]3[C:22]([C:32]([NH:34][CH3:35])=[O:33])=[C:23]([C:25]4[CH:30]=[CH:29][C:28]([F:31])=[CH:27][CH:26]=4)[O:24][C:20]=3[CH:19]=2)[S:14]([CH3:17])(=[O:16])=[O:15])=[CH:4][C:3]=1[F:41].[B:42]1([B:42]2[O:46][C:45]([CH3:48])([CH3:47])[C:44]([CH3:50])([CH3:49])[O:43]2)[O:46][C:45]([CH3:48])([CH3:47])[C:44]([CH3:50])([CH3:49])[O:43]1.C([O-])(=O)C.[K+], predict the reaction product.